Task: Predict the product of the given reaction.. Dataset: Forward reaction prediction with 1.9M reactions from USPTO patents (1976-2016) (1) Given the reactants [Si]([O:18][CH2:19][CH2:20]/[CH:21]=[CH:22]/[C@@H:23]([NH:28][P:29]([C:37]1[CH:42]=[CH:41][CH:40]=[CH:39][CH:38]=1)([C:31]1[CH:36]=[CH:35][CH:34]=[CH:33][CH:32]=1)=[O:30])[CH2:24][CH:25]([CH3:27])[CH3:26])(C(C)(C)C)(C1C=CC=CC=1)C1C=CC=CC=1.CCCC[N+](CCCC)(CCCC)CCCC.[F-], predict the reaction product. The product is: [OH:18][CH2:19][CH2:20]/[CH:21]=[CH:22]/[C@@H:23]([NH:28][P:29]([C:37]1[CH:38]=[CH:39][CH:40]=[CH:41][CH:42]=1)([C:31]1[CH:32]=[CH:33][CH:34]=[CH:35][CH:36]=1)=[O:30])[CH2:24][CH:25]([CH3:26])[CH3:27]. (2) The product is: [CH2:25]([C:27]1[CH:32]=[CH:31][C:30]([C@H:33]2[CH2:38][C@@H:37]([CH:39]([CH3:41])[CH3:40])[N:36]3[N:42]=[CH:43][C:44]([C:45]([OH:47])=[O:46])=[C:35]3[NH:34]2)=[CH:29][CH:28]=1)[CH3:26]. Given the reactants C(C1C=CC([C@H]2C[C@@H](C(F)(F)F)N3N=CC(C(O)=O)=C3N2)=CC=1)C.[CH2:25]([C:27]1[CH:32]=[CH:31][C:30]([C@H:33]2[CH2:38][C@@H:37]([CH:39]([CH3:41])[CH3:40])[N:36]3[N:42]=[CH:43][C:44]([C:45]([O:47]CC)=[O:46])=[C:35]3[NH:34]2)=[CH:29][CH:28]=1)[CH3:26].[OH-].[K+], predict the reaction product.